This data is from Full USPTO retrosynthesis dataset with 1.9M reactions from patents (1976-2016). The task is: Predict the reactants needed to synthesize the given product. (1) Given the product [Cl:11][C:12]1[CH:13]=[C:14]([CH:18]=[CH:19][C:20]=1[F:21])[C:15]([NH:10][C:7]1[N:8]=[CH:9][C:4]([N+:1]([O-:3])=[O:2])=[CH:5][N:6]=1)=[O:16], predict the reactants needed to synthesize it. The reactants are: [N+:1]([C:4]1[CH:5]=[N:6][C:7]([NH2:10])=[N:8][CH:9]=1)([O-:3])=[O:2].[Cl:11][C:12]1[CH:13]=[C:14]([CH:18]=[CH:19][C:20]=1[F:21])[C:15](O)=[O:16].O. (2) Given the product [Cl:1][C:2]1[CH:7]=[CH:6][C:5]([C:8]2[O:9][C:10]([CH2:13][CH:14]([NH2:16])[CH3:15])=[CH:11][CH:12]=2)=[CH:4][C:3]=1[C:19]([F:22])([F:20])[F:21], predict the reactants needed to synthesize it. The reactants are: [Cl:1][C:2]1[CH:7]=[CH:6][C:5]([C:8]2[O:9][C:10](/[CH:13]=[C:14](/[N+:16]([O-])=O)\[CH3:15])=[CH:11][CH:12]=2)=[CH:4][C:3]=1[C:19]([F:22])([F:21])[F:20].[H-].[Al+3].[Li+].[H-].[H-].[H-].[OH-].[Na+].[O-]S([O-])(=O)=O.[Mg+2].